From a dataset of Experimentally validated miRNA-target interactions with 360,000+ pairs, plus equal number of negative samples. Binary Classification. Given a miRNA mature sequence and a target amino acid sequence, predict their likelihood of interaction. The miRNA is hsa-miR-518c-5p with sequence UCUCUGGAGGGAAGCACUUUCUG. The protein sequence of the target gene is MPEAVAKMRVCWLVRQDSRHQRIKLPHLEAVVIGRSPETKITDKKCSRQQVQLKAECNKGYVKVQQMGVNPTSIDSGVIGKDQEKKLLPGQVLHMVNGLYPYIVEFEEVAESPNLTQRKRKRSDCDSEEMEAESGTGLAPGSSPSQCSVSPKKDKNGATKKESLGHWSQGLKMSMKDPKMQVYKDDQVVVIKDKYPKARHHWLVLPWASISSLKVVTSEHLELLKHMHAVGEKVIADFAGSSKLRFRLGYHAIPSMSHVHLHVISQDFDSPCLKNKKHWNSFNTEYFLESQAVIKMVQEA.... Result: 0 (no interaction).